Predict the reactants needed to synthesize the given product. From a dataset of Full USPTO retrosynthesis dataset with 1.9M reactions from patents (1976-2016). (1) Given the product [CH3:31][C:28]1([CH3:32])[O:27][C:26]2[CH:33]=[CH:34][C:23]([C@H:21]3[O:20][C:19](=[O:35])[N:18]([CH2:17][CH2:16][C:13]4[CH:12]=[CH:11][C:10]([O:9][CH2:8][CH2:7][O:6][CH2:5][C:4]5[CH:3]=[C:2]([NH:1][S:40]([CH3:39])(=[O:42])=[O:41])[CH:38]=[CH:37][CH:36]=5)=[CH:15][CH:14]=4)[CH2:22]3)=[CH:24][C:25]=2[CH2:30][O:29]1, predict the reactants needed to synthesize it. The reactants are: [NH2:1][C:2]1[CH:3]=[C:4]([CH:36]=[CH:37][CH:38]=1)[CH2:5][O:6][CH2:7][CH2:8][O:9][C:10]1[CH:15]=[CH:14][C:13]([CH2:16][CH2:17][N:18]2[CH2:22][C@@H:21]([C:23]3[CH:34]=[CH:33][C:26]4[O:27][C:28]([CH3:32])([CH3:31])[O:29][CH2:30][C:25]=4[CH:24]=3)[O:20][C:19]2=[O:35])=[CH:12][CH:11]=1.[CH3:39][S:40](Cl)(=[O:42])=[O:41]. (2) Given the product [CH3:1][C:2]([CH3:9])([CH:6]([CH3:8])[CH3:7])[CH2:3][CH:4]=[O:5], predict the reactants needed to synthesize it. The reactants are: [CH3:1][C:2]([CH3:9])([CH:6]([CH3:8])[CH3:7])[CH2:3][CH2:4][OH:5].[Cr](Cl)([O-])(=O)=O.[NH+]1C=CC=CC=1. (3) Given the product [F:55][C:56]1[CH:57]=[C:58]([NH:63][C:64](=[O:65])[NH:32][C:33]2[CH:34]=[CH:35][C:36]([C:39]3[S:43][C:42]([C:44]([NH:47][S:48]([C:51]([F:52])([F:53])[F:54])(=[O:50])=[O:49])([CH3:45])[CH3:46])=[N:41][CH:40]=3)=[CH:37][CH:38]=2)[CH:59]=[C:60]([F:62])[CH:61]=1, predict the reactants needed to synthesize it. The reactants are: FC(F)(F)C1C=C(NC(=O)NC2C=CC(C3SC(CCC(OC)=O)=NC=3)=CC=2)C=CC=1.[NH2:32][C:33]1[CH:38]=[CH:37][C:36]([C:39]2[S:43][C:42]([C:44]([NH:47][S:48]([C:51]([F:54])([F:53])[F:52])(=[O:50])=[O:49])([CH3:46])[CH3:45])=[N:41][CH:40]=2)=[CH:35][CH:34]=1.[F:55][C:56]1[CH:57]=[C:58]([N:63]=[C:64]=[O:65])[CH:59]=[C:60]([F:62])[CH:61]=1. (4) Given the product [C:27]([C:24]1[CH:25]=[CH:26][C:21]([CH2:20][C:13]23[CH2:17][CH2:18][CH2:19][N:12]2[C:10](=[O:11])[N:9]([C:4]2[CH:5]=[C:6]([Cl:8])[CH:7]=[C:2]([Cl:1])[CH:3]=2)[C:14]3=[O:16])=[CH:22][CH:23]=1)([OH:29])=[O:28], predict the reactants needed to synthesize it. The reactants are: [Cl:1][C:2]1[CH:3]=[C:4]([NH:9][C:10]([N:12]2[CH2:19][CH2:18][CH2:17][C@@:13]2([CH2:20][C:21]2[CH:26]=[CH:25][C:24]([C:27]([OH:29])=[O:28])=[CH:23][CH:22]=2)[C:14]([OH:16])=O)=[O:11])[CH:5]=[C:6]([Cl:8])[CH:7]=1.O=S(Cl)Cl.